From a dataset of NCI-60 drug combinations with 297,098 pairs across 59 cell lines. Regression. Given two drug SMILES strings and cell line genomic features, predict the synergy score measuring deviation from expected non-interaction effect. (1) Drug 2: CC1C(C(CC(O1)OC2CC(CC3=C2C(=C4C(=C3O)C(=O)C5=CC=CC=C5C4=O)O)(C(=O)C)O)N)O. Drug 1: CC1CC2CCC3C(=C)CC(O3)CCC45CC6C(O4)C7C(O6)C(O5)C8C(O7)CCC(O8)CC(=O)CC9C(CC(C1=C)O2)OC(C9OC)CC(CN)O.CS(=O)(=O)O. Cell line: NCI-H322M. Synergy scores: CSS=49.0, Synergy_ZIP=-8.91, Synergy_Bliss=-5.34, Synergy_Loewe=-5.10, Synergy_HSA=-3.44. (2) Drug 1: C1=CC=C(C(=C1)C(C2=CC=C(C=C2)Cl)C(Cl)Cl)Cl. Drug 2: C1=NC2=C(N=C(N=C2N1C3C(C(C(O3)CO)O)F)Cl)N. Cell line: HCT116. Synergy scores: CSS=17.9, Synergy_ZIP=-5.27, Synergy_Bliss=-5.94, Synergy_Loewe=-47.3, Synergy_HSA=-3.51.